Dataset: Forward reaction prediction with 1.9M reactions from USPTO patents (1976-2016). Task: Predict the product of the given reaction. Given the reactants [CH3:1][O:2][C:3]1[CH:4]=[C:5]([CH:32]=[CH:33][C:34]=1[O:35][CH3:36])[CH2:6][CH:7]1[C:13]2[CH:14]=[C:15]([O:20][CH3:21])[C:16]([O:18][CH3:19])=[CH:17][C:12]=2[CH2:11][CH2:10][CH2:9][N:8]1[CH:22]([C:26]1[CH:31]=[CH:30][CH:29]=[CH:28][CH:27]=1)[C:23](O)=[O:24].Cl.[CH2:38]([S:40][CH2:41][CH2:42][NH2:43])[CH3:39], predict the reaction product. The product is: [CH3:1][O:2][C:3]1[CH:4]=[C:5]([CH:32]=[CH:33][C:34]=1[O:35][CH3:36])[CH2:6][CH:7]1[C:13]2[CH:14]=[C:15]([O:20][CH3:21])[C:16]([O:18][CH3:19])=[CH:17][C:12]=2[CH2:11][CH2:10][CH2:9][N:8]1[CH:22]([C:26]1[CH:31]=[CH:30][CH:29]=[CH:28][CH:27]=1)[C:23]([NH:43][CH2:42][CH2:41][S:40][CH2:38][CH3:39])=[O:24].